Dataset: Full USPTO retrosynthesis dataset with 1.9M reactions from patents (1976-2016). Task: Predict the reactants needed to synthesize the given product. (1) Given the product [F:1][C:2]1[CH:3]=[C:4]([CH2:8][CH2:9][NH:10][C:11]([C:13]2[CH:14]=[CH:15][C:16]3[S:20][C:19]([CH2:21][OH:24])=[N:18][C:17]=3[CH:22]=2)=[O:12])[CH:5]=[CH:6][CH:7]=1, predict the reactants needed to synthesize it. The reactants are: [F:1][C:2]1[CH:3]=[C:4]([CH2:8][CH2:9][NH:10][C:11]([C:13]2[CH:14]=[CH:15][C:16]3[S:20][C:19]([CH3:21])=[N:18][C:17]=3[CH:22]=2)=[O:12])[CH:5]=[CH:6][CH:7]=1.[Se](=O)=[O:24].[BH4-].[Na+].C(O)(C(F)(F)F)=O. (2) Given the product [CH3:21][C:16]1([CH3:22])[C:17]([CH3:20])([CH3:19])[O:18][B:14]([C:2]2[CH:3]=[C:4]([C:8]3[CH:13]=[CH:12][CH:11]=[CH:10][N:9]=3)[CH:5]=[CH:6][CH:7]=2)[O:15]1, predict the reactants needed to synthesize it. The reactants are: Br[C:2]1[CH:3]=[C:4]([C:8]2[CH:13]=[CH:12][CH:11]=[CH:10][N:9]=2)[CH:5]=[CH:6][CH:7]=1.[B:14]1([B:14]2[O:18][C:17]([CH3:20])([CH3:19])[C:16]([CH3:22])([CH3:21])[O:15]2)[O:18][C:17]([CH3:20])([CH3:19])[C:16]([CH3:22])([CH3:21])[O:15]1.C([O-])(=O)C.[K+]. (3) Given the product [Br:1][C:2]1[CH:3]=[C:4]([Cl:26])[C:5]([C:8](=[N:23][OH:24])[CH2:9][NH:10][C:11](=[O:22])[C:12]2[CH:17]=[CH:16][CH:15]=[CH:14][C:13]=2[C:18]([F:20])([F:19])[F:21])=[N:6][CH:7]=1, predict the reactants needed to synthesize it. The reactants are: [Br:1][C:2]1[CH:3]=[C:4]([Cl:26])[C:5]([CH:8]([N+:23]([O-])=[O:24])[CH2:9][NH:10][C:11](=[O:22])[C:12]2[CH:17]=[CH:16][CH:15]=[CH:14][C:13]=2[C:18]([F:21])([F:20])[F:19])=[N:6][CH:7]=1.CN(C)C=O.O.N([O-])=O.[Na+].[Cl-].[NH4+]. (4) Given the product [F:7][C:2]([P:8]([C:12]([F:17])([F:18])[C:13]([F:16])([F:15])[F:14])(=[O:9])[O-:11])([F:1])[C:3]([F:6])([F:5])[F:4].[CH2:19]([N+:21]([CH2:24][CH3:25])([CH2:22][CH3:23])[CH3:2])[CH3:20], predict the reactants needed to synthesize it. The reactants are: [F:1][C:2]([P:8]([C:12]([F:18])([F:17])[C:13]([F:16])([F:15])[F:14])(=[O:11])[O:9]C)([F:7])[C:3]([F:6])([F:5])[F:4].[CH2:19]([N:21]([CH2:24][CH3:25])[CH2:22][CH3:23])[CH3:20].